This data is from Forward reaction prediction with 1.9M reactions from USPTO patents (1976-2016). The task is: Predict the product of the given reaction. Given the reactants [C:1]([O:5][C:6]([N:8]1[CH2:11][CH:10]([CH2:12][OH:13])[CH2:9]1)=[O:7])([CH3:4])([CH3:3])[CH3:2].C(N(CC)CC)C.[CH3:21][S:22](Cl)(=[O:24])=[O:23], predict the reaction product. The product is: [C:1]([O:5][C:6]([N:8]1[CH2:11][CH:10]([CH2:12][O:13][S:22]([CH3:21])(=[O:24])=[O:23])[CH2:9]1)=[O:7])([CH3:4])([CH3:3])[CH3:2].